Dataset: Reaction yield outcomes from USPTO patents with 853,638 reactions. Task: Predict the reaction yield, written as a fraction of the theoretical maximum amount of product (1.0 means a 100% yield; for example, 0.34 means a 34% yield). The reactants are B.C1COCC1.[C:7]1([C@@H:13]2[CH2:18][N:17]3[CH2:19][CH2:20][N:14]2[CH2:15][CH2:16]3)[CH:12]=[CH:11][CH:10]=[CH:9][CH:8]=1.CC(C)=O.[Cl:25][CH2:26][Cl:27]. The catalyst is CN(C=O)C. The product is [Cl-:25].[Cl:27][CH2:26][N+:17]12[CH2:19][CH2:20][N:14]([CH2:15][CH2:16]1)[C@H:13]([C:7]1[CH:12]=[CH:11][CH:10]=[CH:9][CH:8]=1)[CH2:18]2. The yield is 0.160.